From a dataset of Reaction yield outcomes from USPTO patents with 853,638 reactions. Predict the reaction yield, written as a fraction of the theoretical maximum amount of product (1.0 means a 100% yield; for example, 0.34 means a 34% yield). (1) The reactants are [CH2:1]([C:4]1[C:13]2[C:8](=[CH:9][CH:10]=[CH:11][CH:12]=2)[C:7]([Cl:14])=[N:6][C:5]=1[OH:15])[CH:2]=[CH2:3].B1C2CCCC1CCC2.[OH-:25].[Na+].OO. The catalyst is C1COCC1. The product is [Cl:14][C:7]1[C:8]2[C:13](=[CH:12][CH:11]=[CH:10][CH:9]=2)[C:4]([CH2:1][CH2:2][CH2:3][OH:25])=[C:5]([OH:15])[N:6]=1. The yield is 0.750. (2) The product is [CH2:1]([N:8]1[CH2:13][C:12](=[O:14])[NH:11][C:10]2[CH:15]=[C:16]([CH2:19][N:49]3[CH2:48][CH2:47][N:46]([C:43]4[CH:42]=[CH:41][C:40]([Cl:39])=[CH:45][CH:44]=4)[CH2:51][CH2:50]3)[CH:17]=[N:18][C:9]1=2)[C:2]1[CH:7]=[CH:6][CH:5]=[CH:4][CH:3]=1. The catalyst is C(#N)CC.O. The yield is 0.400. The reactants are [CH2:1]([N:8]1[CH2:13][C:12](=[O:14])[NH:11][C:10]2[CH:15]=[C:16]([CH2:19]O)[CH:17]=[N:18][C:9]1=2)[C:2]1[CH:7]=[CH:6][CH:5]=[CH:4][CH:3]=1.[I-].C(C[P+](C)(C)C)#N.C(N(C(C)C)C(C)C)C.Cl.[Cl:39][C:40]1[CH:45]=[CH:44][C:43]([N:46]2[CH2:51][CH2:50][NH:49][CH2:48][CH2:47]2)=[CH:42][CH:41]=1.